From a dataset of Full USPTO retrosynthesis dataset with 1.9M reactions from patents (1976-2016). Predict the reactants needed to synthesize the given product. (1) Given the product [CH:6]([N:5]([CH2:10][CH2:9][CH3:8])[S:1]([Cl:14])(=[O:4])=[O:2])([CH3:11])[CH3:7], predict the reactants needed to synthesize it. The reactants are: [S:1](=[O:4])(=O)=[O:2].[N:5]1[CH:10]=[CH:9][CH:8]=[CH:7][C:6]=1[CH3:11].P(Cl)(Cl)([Cl:14])=O.C(OC)(C)(C)C. (2) The reactants are: B(Br)(Br)Br.C[O:6][C:7]1[CH:8]=[C:9]2[C:13](=[CH:14][CH:15]=1)[CH:12]([C:16]1[CH:29]=[CH:28][C:19]([O:20][CH2:21][CH2:22][N:23]3[CH2:27][CH2:26][CH2:25][CH2:24]3)=[CH:18][CH:17]=1)[CH:11]([C:30]1[CH:35]=[CH:34][C:33]([O:36]C)=[CH:32][CH:31]=1)[CH2:10]2. Given the product [OH:36][C:33]1[CH:32]=[CH:31][C:30]([CH:11]2[CH2:10][C:9]3[C:13](=[CH:14][CH:15]=[C:7]([OH:6])[CH:8]=3)[CH:12]2[C:16]2[CH:29]=[CH:28][C:19]([O:20][CH2:21][CH2:22][N:23]3[CH2:24][CH2:25][CH2:26][CH2:27]3)=[CH:18][CH:17]=2)=[CH:35][CH:34]=1, predict the reactants needed to synthesize it. (3) Given the product [I:13][C:11]1[CH:10]=[CH:9][N:8]=[C:7]([O:5][CH2:2][CH2:3][CH3:4])[CH:12]=1, predict the reactants needed to synthesize it. The reactants are: [Na].[CH2:2]([OH:5])[CH2:3][CH3:4].Cl[C:7]1[CH:12]=[C:11]([I:13])[CH:10]=[CH:9][N:8]=1. (4) Given the product [CH2:1]([O:3][C:4](=[O:19])[C:5]([O:8][C:9]1[CH:14]=[CH:13][C:12]([CH:15]([NH:17][C:29]([C:28]2[C:23]([CH:20]3[CH2:22][CH2:21]3)=[N:24][C:25]([C:32]3[CH:37]=[CH:36][CH:35]=[C:34]([C:38]([F:40])([F:41])[F:39])[CH:33]=3)=[N:26][CH:27]=2)=[O:30])[CH3:16])=[CH:11][C:10]=1[CH3:18])([CH3:6])[CH3:7])[CH3:2], predict the reactants needed to synthesize it. The reactants are: [CH2:1]([O:3][C:4](=[O:19])[C:5]([O:8][C:9]1[CH:14]=[CH:13][C:12]([CH:15]([NH2:17])[CH3:16])=[CH:11][C:10]=1[CH3:18])([CH3:7])[CH3:6])[CH3:2].[CH:20]1([C:23]2[C:28]([C:29](O)=[O:30])=[CH:27][N:26]=[C:25]([C:32]3[CH:37]=[CH:36][CH:35]=[C:34]([C:38]([F:41])([F:40])[F:39])[CH:33]=3)[N:24]=2)[CH2:22][CH2:21]1. (5) Given the product [Cl:1][C:2]1[CH:7]=[C:6]2[NH:8][C:9](=[O:41])[C:10]3([CH:15]([C:16]4[CH:21]=[C:20]([Cl:22])[CH:19]=[CH:18][C:17]=4[O:23][C:24]4([C:28]([O:30][CH3:31])=[O:29])[CH2:27][CH2:26][CH2:25]4)[CH2:14][C:13](=[S:43])[NH:12][CH:11]3[C:33]3[CH:38]=[C:37]([F:39])[CH:36]=[CH:35][C:34]=3[CH3:40])[C:5]2=[CH:4][CH:3]=1, predict the reactants needed to synthesize it. The reactants are: [Cl:1][C:2]1[CH:7]=[C:6]2[NH:8][C:9](=[O:41])[C:10]3([CH:15]([C:16]4[CH:21]=[C:20]([Cl:22])[CH:19]=[CH:18][C:17]=4[O:23][C:24]4([C:28]([O:30][CH3:31])=[O:29])[CH2:27][CH2:26][CH2:25]4)[CH2:14][C:13](=O)[NH:12][CH:11]3[C:33]3[CH:38]=[C:37]([F:39])[CH:36]=[CH:35][C:34]=3[CH3:40])[C:5]2=[CH:4][CH:3]=1.P12(SP3(SP(SP(S3)(S1)=S)(=S)S2)=S)=[S:43]. (6) Given the product [C:16]([O:20][C:21](=[O:29])[NH:22][CH2:23][C@@H:24]1[CH2:26][C@H:25]1[CH2:27][N:11]1[CH2:12][CH2:13][CH:8]([C:6](=[O:7])[C:5]2[CH:4]=[CH:3][C:2]([F:1])=[CH:15][CH:14]=2)[CH2:9][CH2:10]1)([CH3:19])([CH3:17])[CH3:18], predict the reactants needed to synthesize it. The reactants are: [F:1][C:2]1[CH:15]=[CH:14][C:5]([C:6]([CH:8]2[CH2:13][CH2:12][NH:11][CH2:10][CH2:9]2)=[O:7])=[CH:4][CH:3]=1.[C:16]([O:20][C:21](=[O:29])[NH:22][CH2:23][C@@H:24]1[CH2:26][C@H:25]1[CH:27]=O)([CH3:19])([CH3:18])[CH3:17].C(O[BH-](OC(=O)C)OC(=O)C)(=O)C.[Na+]. (7) Given the product [O:25]1[CH2:26][CH2:27][N:28]([C:31]2[CH:32]=[CH:33][C:34]([NH:35][C:2]3[C:3]4[NH:15][N:14]=[CH:13][C:4]=4[N:5]=[C:6]([C:8]4[S:9][CH:10]=[CH:11][CH:12]=4)[N:7]=3)=[CH:36][CH:37]=2)[CH2:29][CH2:30]1, predict the reactants needed to synthesize it. The reactants are: Cl[C:2]1[C:3]2[C:4](=[CH:13][N:14](CC3C=CC(OC)=CC=3)[N:15]=2)[N:5]=[C:6]([C:8]2[S:9][CH:10]=[CH:11][CH:12]=2)[N:7]=1.[O:25]1[CH2:30][CH2:29][N:28]([C:31]2[CH:37]=[CH:36][C:34]([NH2:35])=[CH:33][CH:32]=2)[CH2:27][CH2:26]1.Cl. (8) Given the product [N+:19]([C:10]1[CH:11]=[C:12]([C:15]([F:18])([F:17])[F:16])[CH:13]=[CH:14][C:9]=1[CH:6]([N+:3]([O-:5])=[O:4])[CH3:7])([O-:21])=[O:20], predict the reactants needed to synthesize it. The reactants are: [H-].[Na+].[N+:3]([CH2:6][CH3:7])([O-:5])=[O:4].Cl[C:9]1[CH:14]=[CH:13][C:12]([C:15]([F:18])([F:17])[F:16])=[CH:11][C:10]=1[N+:19]([O-:21])=[O:20].C(O)(=O)C.O.